Dataset: Reaction yield outcomes from USPTO patents with 853,638 reactions. Task: Predict the reaction yield, written as a fraction of the theoretical maximum amount of product (1.0 means a 100% yield; for example, 0.34 means a 34% yield). (1) The reactants are Br[CH2:2][C:3]([CH3:5])=[CH2:4].[Br:6][C:7]1[CH:12]=[CH:11][C:10]([N+:13]([O-:15])=[O:14])=[CH:9][C:8]=1[NH:16][C:17](=[O:19])[CH3:18].C(=O)([O-])[O-].[K+].[K+]. The catalyst is CN(C=O)C. The product is [Br:6][C:7]1[CH:12]=[CH:11][C:10]([N+:13]([O-:15])=[O:14])=[CH:9][C:8]=1[N:16]([CH2:2][C:3]([CH3:5])=[CH2:4])[C:17](=[O:19])[CH3:18]. The yield is 0.850. (2) The reactants are I.[NH2:2][C:3]1[C:4]([C:11]([NH:13][C:14](=[NH:17])SC)=[O:12])=[N:5][C:6]([Cl:10])=[C:7]([NH2:9])[N:8]=1.[C:18]([CH2:21][C:22]1[CH:27]=[CH:26][C:25]([CH2:28][CH2:29][CH2:30][CH2:31][NH2:32])=[CH:24][CH:23]=1)([OH:20])=[O:19]. The catalyst is C1COCC1. The product is [ClH:10].[C:18]([CH2:21][C:22]1[CH:27]=[CH:26][C:25]([CH2:28][CH2:29][CH2:30][CH2:31][NH:32][C:14]([NH:13][C:11]([C:4]2[C:3]([NH2:2])=[N:8][C:7]([NH2:9])=[C:6]([Cl:10])[N:5]=2)=[O:12])=[NH:17])=[CH:24][CH:23]=1)([OH:20])=[O:19]. The yield is 0.250. (3) The reactants are Br[C:2]1[C:3]([NH:5][C:6](=[O:8])[CH:7]=1)=[O:4].C([O-])(=O)C.[Na+].[CH2:14]([SH:17])[CH2:15][SH:16]. The catalyst is CO. The product is [S:16]1[C:2]2([CH2:7][C:6](=[O:8])[NH:5][C:3]2=[O:4])[S:17][CH2:14][CH2:15]1. The yield is 0.410. (4) The reactants are [C:1](=[O:21])([O:11]C1C=CC([N+]([O-])=O)=CC=1)[O:2][CH2:3][CH:4]1[CH2:9][CH2:8][N:7]([CH3:10])[CH2:6][CH2:5]1.CCN(C(C)C)C(C)C.[C:31]1([N:37]2[CH2:42][CH2:41][NH:40][CH2:39][CH2:38]2)[CH:36]=[CH:35][CH:34]=[CH:33][CH:32]=1. The catalyst is CN(C=O)C. The product is [CH:1]([OH:11])=[O:2].[C:31]1([N:37]2[CH2:42][CH2:41][N:40]([C:1]([O:2][CH2:3][CH:4]3[CH2:5][CH2:6][N:7]([CH3:10])[CH2:8][CH2:9]3)=[O:21])[CH2:39][CH2:38]2)[CH:36]=[CH:35][CH:34]=[CH:33][CH:32]=1. The yield is 0.103. (5) The reactants are Cl[C:2]1[CH:3]=[C:4]([C:9]2[N:13]3[C:14]4[N:22]=[C:21]([O:23][CH3:24])[CH:20]=[CH:19][C:15]=4[N:16]=[C:17]([CH3:18])[C:12]3=[C:11]([CH3:25])[N:10]=2)[CH:5]=[C:6](Cl)[CH:7]=1.[CH2:26]([NH:28][C:29](C1C=C(B(O)O)C=CC=1)=[O:30])[CH3:27].C([O-])([O-])=O.[K+].[K+]. The catalyst is C1C=CC([P]([Pd]([P](C2C=CC=CC=2)(C2C=CC=CC=2)C2C=CC=CC=2)([P](C2C=CC=CC=2)(C2C=CC=CC=2)C2C=CC=CC=2)[P](C2C=CC=CC=2)(C2C=CC=CC=2)C2C=CC=CC=2)(C2C=CC=CC=2)C2C=CC=CC=2)=CC=1. The product is [CH2:26]([NH:28][C:29](=[O:30])[C:6]1[CH:7]=[CH:2][CH:3]=[C:4]([C:9]2[N:13]3[C:14]4[N:22]=[C:21]([O:23][CH3:24])[CH:20]=[CH:19][C:15]=4[N:16]=[C:17]([CH3:18])[C:12]3=[C:11]([CH3:25])[N:10]=2)[CH:5]=1)[CH3:27]. The yield is 0.530. (6) The reactants are [CH3:1][NH:2][C:3]([C:5]1[S:6][C:7]2[CH:13]=[CH:12][CH:11]=[CH:10][C:8]=2[CH:9]=1)=O.[H-].[H-].[H-].[H-].[Li+].[Al+3]. The catalyst is C1COCC1. The product is [CH3:1][NH:2][CH2:3][C:5]1[S:6][C:7]2[CH:13]=[CH:12][CH:11]=[CH:10][C:8]=2[CH:9]=1. The yield is 0.990. (7) The reactants are [C:1]([O:10][CH3:11])(=[O:9])[C:2]1[C:3](=[CH:5][CH:6]=[CH:7][CH:8]=1)[OH:4].Cl.Cl[CH2:14][C:15]1[CH:20]=[CH:19][N:18]=[CH:17][CH:16]=1.C(=O)([O-])[O-].[K+].[K+]. The catalyst is CN(C)C=O. The product is [N:18]1[CH:19]=[CH:20][C:15]([CH2:14][O:4][C:3]2[CH:5]=[CH:6][CH:7]=[CH:8][C:2]=2[C:1]([O:10][CH3:11])=[O:9])=[CH:16][CH:17]=1. The yield is 0.750.